From a dataset of Peptide-MHC class I binding affinity with 185,985 pairs from IEDB/IMGT. Regression. Given a peptide amino acid sequence and an MHC pseudo amino acid sequence, predict their binding affinity value. This is MHC class I binding data. The peptide sequence is MLSPMLHHW. The MHC is HLA-B58:01 with pseudo-sequence HLA-B58:01. The binding affinity (normalized) is 0.809.